This data is from Forward reaction prediction with 1.9M reactions from USPTO patents (1976-2016). The task is: Predict the product of the given reaction. (1) The product is: [OH:1][CH:2]([C:19]1[CH:24]=[CH:23][CH:22]=[C:21]([O:25][CH3:26])[CH:20]=1)[CH2:3][O:4][C:5]1[CH:18]=[CH:17][C:8]([CH2:9][CH:10]2[S:14][C:13](=[O:15])[NH:12][C:11]2=[O:16])=[CH:7][CH:6]=1. Given the reactants [OH:1][CH:2]([C:19]1[CH:24]=[CH:23][CH:22]=[C:21]([O:25][CH3:26])[CH:20]=1)[CH2:3][O:4][C:5]1[CH:18]=[CH:17][C:8]([CH:9]=[C:10]2[S:14][C:13](=[O:15])[NH:12][C:11]2=[O:16])=[CH:7][CH:6]=1.O.N1C=CC=CC=1C1C=CC=CN=1.[BH4-].[Na+], predict the reaction product. (2) Given the reactants Cl(O)(=O)(=O)=O.[NH2:6][CH:7]([CH2:11][C:12]1[S:13][CH:14]=[CH:15][N:16]=1)[C:8]([OH:10])=[O:9].C(OCC)(=O)C.C(=O)([O-])O.[Na+].C(O[C:32]([CH3:35])([CH3:34])[CH3:33])(=O)C, predict the reaction product. The product is: [NH2:6][CH:7]([CH2:11][C:12]1[S:13][CH:14]=[CH:15][N:16]=1)[C:8]([O:10][C:32]([CH3:35])([CH3:34])[CH3:33])=[O:9]. (3) Given the reactants [SH:1][C@H:2]1[CH2:6][N:5]([S:7]([C:10]2[CH:19]=[CH:18][C:17]3[C:12](=[CH:13][CH:14]=[CH:15][CH:16]=3)[CH:11]=2)(=[O:9])=[O:8])[C@H:4]([C:20]([N:22]([CH2:31][C:32]([OH:34])=[O:33])[CH2:23][CH2:24][C:25]2[CH:30]=[CH:29][CH:28]=[CH:27][CH:26]=2)=[O:21])[CH2:3]1.[C:35](Cl)(=[O:37])[CH3:36], predict the reaction product. The product is: [C:35]([S:1][C@H:2]1[CH2:6][N:5]([S:7]([C:10]2[CH:19]=[CH:18][C:17]3[C:12](=[CH:13][CH:14]=[CH:15][CH:16]=3)[CH:11]=2)(=[O:9])=[O:8])[C@H:4]([C:20]([N:22]([CH2:31][C:32]([OH:34])=[O:33])[CH2:23][CH2:24][C:25]2[CH:30]=[CH:29][CH:28]=[CH:27][CH:26]=2)=[O:21])[CH2:3]1)(=[O:37])[CH3:36]. (4) Given the reactants [C:1]([O:5][C:6]([NH:8][CH2:9][C@H:10]1[CH2:15][CH2:14][C@H:13]([C:16]([NH:18][C@H:19]([C:37]([NH:39][C:40]2[CH:48]=[C:47]3[C:43]([CH:44]=[N:45][NH:46]3)=[CH:42][CH:41]=2)=[O:38])[CH2:20][C:21]2[CH:26]=[CH:25][C:24]([C:27]3[CH:32]=[CH:31][C:30]([C:33](O)=[O:34])=[CH:29][C:28]=3[CH3:36])=[CH:23][CH:22]=2)=[O:17])[CH2:12][CH2:11]1)=[O:7])([CH3:4])([CH3:3])[CH3:2].[NH2:49][CH:50]1[CH2:55][CH2:54][CH2:53][NH:52][C:51]1=[O:56].C(N(CC)C(C)C)(C)C.C(P1(=O)OP(=O)(CCC)OP(=O)(CCC)O1)CC, predict the reaction product. The product is: [NH:46]1[C:47]2[C:43](=[CH:42][CH:41]=[C:40]([NH:39][C:37](=[O:38])[C@@H:19]([NH:18][C:16]([C@H:13]3[CH2:14][CH2:15][C@H:10]([CH2:9][NH:8][C:6](=[O:7])[O:5][C:1]([CH3:4])([CH3:2])[CH3:3])[CH2:11][CH2:12]3)=[O:17])[CH2:20][C:21]3[CH:26]=[CH:25][C:24]([C:27]4[CH:32]=[CH:31][C:30]([C:33](=[O:34])[NH:49][CH:50]5[CH2:55][CH2:54][CH2:53][NH:52][C:51]5=[O:56])=[CH:29][C:28]=4[CH3:36])=[CH:23][CH:22]=3)[CH:48]=2)[CH:44]=[N:45]1. (5) Given the reactants [O:1]=[S:2]1(=[O:17])[CH2:6][CH2:5][CH2:4][N:3]1[C:7]1[CH:15]=[CH:14][C:10]([C:11]([OH:13])=O)=[C:9]([CH3:16])[CH:8]=1.[CH:18]1([C:21]2[C:22]([N:28]3[CH2:33][CH2:32][NH:31][CH2:30][CH2:29]3)=[N:23][CH:24]=[C:25]([CH3:27])[CH:26]=2)[CH2:20][CH2:19]1, predict the reaction product. The product is: [CH:18]1([C:21]2[C:22]([N:28]3[CH2:33][CH2:32][N:31]([C:11]([C:10]4[CH:14]=[CH:15][C:7]([N:3]5[CH2:4][CH2:5][CH2:6][S:2]5(=[O:1])=[O:17])=[CH:8][C:9]=4[CH3:16])=[O:13])[CH2:30][CH2:29]3)=[N:23][CH:24]=[C:25]([CH3:27])[CH:26]=2)[CH2:19][CH2:20]1. (6) Given the reactants [CH3:1][C:2]1[O:6][C:5]([C:7]2[CH:12]=[CH:11][CH:10]=[CH:9][C:8]=2[N+:13]([O-])=O)=[N:4][C:3]=1[C:16]([N:18]([CH2:26][C:27]([OH:29])=[O:28])[CH2:19][C:20]1[CH:25]=[CH:24][CH:23]=[CH:22][N:21]=1)=[O:17].C.O.NN, predict the reaction product. The product is: [NH2:13][C:8]1[CH:9]=[CH:10][CH:11]=[CH:12][C:7]=1[C:5]1[O:6][C:2]([CH3:1])=[C:3]([C:16]([N:18]([CH2:26][C:27]([OH:29])=[O:28])[CH2:19][C:20]2[CH:25]=[CH:24][CH:23]=[CH:22][N:21]=2)=[O:17])[N:4]=1.